From a dataset of Full USPTO retrosynthesis dataset with 1.9M reactions from patents (1976-2016). Predict the reactants needed to synthesize the given product. (1) Given the product [OH:51][C:52]([CH3:58])([CH3:57])[CH2:53][O:1][C@H:2]1[CH2:3][CH2:4][C@H:5]([N:8]2[C:13](=[O:14])[C:12]([CH:15]([C:17]3[CH:22]=[CH:21][C:20]([C:23]4[CH:28]=[CH:27][CH:26]=[CH:25][C:24]=4[C:29]4[NH:42][C:45](=[O:47])[O:48][N:30]=4)=[CH:19][CH:18]=3)[CH3:16])=[C:11]([CH2:31][CH2:32][CH3:33])[N:10]3[N:34]=[CH:35][CH:36]=[C:9]23)[CH2:6][CH2:7]1, predict the reactants needed to synthesize it. The reactants are: [OH:1][C@H:2]1[CH2:7][CH2:6][C@H:5]([N:8]2[C:13](=[O:14])[C:12]([CH:15]([C:17]3[CH:22]=[CH:21][C:20]([C:23]4[C:24]([C:29]#[N:30])=[CH:25][CH:26]=[CH:27][CH:28]=4)=[CH:19][CH:18]=3)[CH3:16])=[C:11]([CH2:31][CH2:32][CH3:33])[N:10]3[N:34]=[CH:35][CH:36]=[C:9]23)[CH2:4][CH2:3]1.C(OC(=O)C=[N+:42]=[N-])C.[C:45]([O:48]CC)(=[O:47])C.[OH2:51].[C:52]1([CH3:58])[CH:57]=CC=C[CH:53]=1. (2) Given the product [O:2]=[C:3]1[NH:7][C:6](=[O:8])[CH:5]([CH2:9][C:10]([N:44]2[CH2:45][CH2:46][N:41]([C:47]3[CH:52]=[CH:51][C:50]([NH:53][C:54]([C:56]4[N:57]([CH2:67][CH3:68])[C:58]5[C:63]([CH:64]=4)=[C:62]([Cl:65])[C:61]([Cl:66])=[CH:60][CH:59]=5)=[O:55])=[CH:49][CH:48]=3)[CH2:42][CH2:43]2)=[O:11])[S:4]1, predict the reactants needed to synthesize it. The reactants are: Cl.[O:2]=[C:3]1[NH:7][C:6](=[O:8])[CH:5]([CH2:9][C:10](N2CCN(C3C=CC(NC(C4N(CC)C5C(C=4)=C(OCC)C=CC=5)=O)=CC=3)CC2)=[O:11])[S:4]1.[N:41]1([C:47]2[CH:52]=[CH:51][C:50]([NH:53][C:54]([C:56]3[N:57]([CH2:67][CH3:68])[C:58]4[C:63]([CH:64]=3)=[C:62]([Cl:65])[C:61]([Cl:66])=[CH:60][CH:59]=4)=[O:55])=[CH:49][CH:48]=2)[CH2:46][CH2:45][NH:44][CH2:43][CH2:42]1.O=C1NC(=O)C(CC(O)=O)S1. (3) The reactants are: [Br:1][C:2]1[CH:7]=[CH:6][C:5]([SH:8])=[CH:4][CH:3]=1.C([O-])([O-])=O.[K+].[K+].Cl[CH2:16][C:17](=O)[CH3:18]. Given the product [Br:1][C:2]1[CH:7]=[CH:6][C:5]2[S:8][CH:16]=[C:17]([CH3:18])[C:4]=2[CH:3]=1, predict the reactants needed to synthesize it. (4) Given the product [NH2:45][C:42]1[CH:43]=[CH:44][C:39]([S:38][CH2:37][C:36]([NH:35][CH2:34][CH2:33][C:32]2[CH:54]=[CH:55][C:29]([NH:28][S:25]([C:22]3[CH:21]=[CH:20][C:19]([C:56]4[CH:57]=[CH:58][CH:59]=[CH:60][CH:61]=4)=[CH:24][CH:23]=3)(=[O:27])=[O:26])=[CH:30][CH:31]=2)=[O:53])=[CH:40][CH:41]=1, predict the reactants needed to synthesize it. The reactants are: C([C@@H]1NC2C(=CC=CC=2)NC1=O)C1C=CC=CC=1.[C:19]1([C:56]2[CH:61]=[CH:60][CH:59]=[CH:58][CH:57]=2)[CH:24]=[CH:23][C:22]([S:25]([NH:28][C:29]2[CH:55]=[CH:54][C:32]([CH2:33][CH2:34][NH:35][C:36](=[O:53])[CH2:37][S:38][C:39]3[CH:44]=[CH:43][C:42]([NH:45]C(=O)OC(C)(C)C)=[CH:41][CH:40]=3)=[CH:31][CH:30]=2)(=[O:27])=[O:26])=[CH:21][CH:20]=1. (5) Given the product [N:22]1[CH:21]=[N:20][N:18]2[CH:19]=[C:14]([C:13]3[N:9]([C:4]4[CH:5]=[CH:6][C:7]([F:8])=[C:2]([Cl:1])[CH:3]=4)[C:10](=[O:24])[N:11]([C:31](=[O:38])[C:32]4[CH:37]=[CH:36][CH:35]=[CH:34][CH:33]=4)[C:12]=3[CH3:23])[CH:15]=[CH:16][C:17]=12, predict the reactants needed to synthesize it. The reactants are: [Cl:1][C:2]1[CH:3]=[C:4]([N:9]2[C:13]([C:14]3[CH:15]=[CH:16][C:17]4[N:18]([N:20]=[CH:21][N:22]=4)[CH:19]=3)=[C:12]([CH3:23])[NH:11][C:10]2=[O:24])[CH:5]=[CH:6][C:7]=1[F:8].CC(C)([O-])C.[K+].[C:31](Cl)(=[O:38])[C:32]1[CH:37]=[CH:36][CH:35]=[CH:34][CH:33]=1.